Predict the reactants needed to synthesize the given product. From a dataset of Full USPTO retrosynthesis dataset with 1.9M reactions from patents (1976-2016). (1) Given the product [NH2:8][C:10]1[C:38]([CH3:39])=[CH:37][C:13]2[N:14]=[C:15]3[C:20]([N:21]([CH2:22][CH2:23][N:24]4[CH2:25][CH2:26][CH:27]([C:30]([OH:32])=[O:31])[CH2:28][CH2:29]4)[C:12]=2[CH:11]=1)=[N:19][C:18](=[O:35])[NH:17][C:16]3=[O:36], predict the reactants needed to synthesize it. The reactants are: C([NH2:8])C1C=CC=CC=1.Cl[C:10]1[C:38]([CH3:39])=[CH:37][C:13]2[N:14]=[C:15]3[C:20]([N:21]([CH2:22][CH2:23][N:24]4[CH2:29][CH2:28][CH:27]([C:30]([O:32]CC)=[O:31])[CH2:26][CH2:25]4)[C:12]=2[CH:11]=1)=[N:19][C:18](=[O:35])[NH:17][C:16]3=[O:36].O1CCCC1.[OH-].[Li+]. (2) Given the product [CH2:24]1[C:25]2[C:20](=[CH:19][C:18]([NH:17][C:15]([C:10]3[CH2:11][CH2:12][CH2:13][CH2:14][C:9]=3[C:6]3[CH:5]=[CH:4][C:3]([C:2]([F:1])([F:35])[F:36])=[CH:8][CH:7]=3)=[O:16])=[CH:27][CH:26]=2)[CH2:21][CH2:22][NH:23]1, predict the reactants needed to synthesize it. The reactants are: [F:1][C:2]([F:36])([F:35])[C:3]1[CH:8]=[CH:7][C:6]([C:9]2[CH2:14][CH2:13][CH2:12][CH2:11][C:10]=2[C:15]([NH:17][C:18]2[CH:19]=[C:20]3[C:25](=[CH:26][CH:27]=2)[CH2:24][N:23](C(OC(C)(C)C)=O)[CH2:22][CH2:21]3)=[O:16])=[CH:5][CH:4]=1.FC(F)(F)C(O)=O. (3) Given the product [CH2:1]([N:5]1[C:9]2=[N:10][C:11]([NH:24][C:25]3[CH:30]=[CH:29][CH:28]=[CH:27][CH:26]=3)=[N:12][CH:13]=[C:8]2[C:7]([NH:15][C:16]2[C:21]([CH3:22])=[CH:20][CH:19]=[CH:18][C:17]=2[CH3:23])=[N:6]1)[CH2:2][CH:3]=[CH2:4], predict the reactants needed to synthesize it. The reactants are: [CH2:1]([N:5]1[C:9]2=[N:10][C:11](Cl)=[N:12][CH:13]=[C:8]2[C:7]([NH:15][C:16]2[C:21]([CH3:22])=[CH:20][CH:19]=[CH:18][C:17]=2[CH3:23])=[N:6]1)[CH2:2][CH:3]=[CH2:4].[NH2:24][C:25]1[CH:30]=[CH:29][CH:28]=[CH:27][CH:26]=1.C(O)(C(F)(F)F)=O. (4) Given the product [CH3:1][C:2]1[CH:7]=[CH:6][C:5]([C@@H:8]2[C@@H:17]3[CH2:18][CH2:19][CH2:20][C@@H:16]3[C:15]3[CH:14]=[C:13]([S:21]([NH2:24])(=[O:23])=[O:22])[CH:12]=[CH:11][C:10]=3[NH:9]2)=[CH:4][CH:3]=1, predict the reactants needed to synthesize it. The reactants are: [CH3:1][C:2]1[CH:7]=[CH:6][C:5]([C@@H:8]2[C@@H:17]3[CH2:18][CH:19]=[CH:20][C@@H:16]3[C:15]3[CH:14]=[C:13]([S:21]([NH2:24])(=[O:23])=[O:22])[CH:12]=[CH:11][C:10]=3[NH:9]2)=[CH:4][CH:3]=1. (5) Given the product [Br:9][C:10]1[CH:11]=[C:12]([N+:20]([O-:22])=[O:21])[C:13]([O:18][CH3:19])=[C:14]([CH:17]=1)[CH2:15][Br:23], predict the reactants needed to synthesize it. The reactants are: N1C(C)=CC=CC=1C.[Br:9][C:10]1[CH:11]=[C:12]([N+:20]([O-:22])=[O:21])[C:13]([O:18][CH3:19])=[C:14]([CH:17]=1)[CH2:15]O.[Br-:23].[Li+].CS(OS(C)(=O)=O)(=O)=O. (6) Given the product [NH2:10][C:11]1([CH2:14][NH:15][C:16](=[O:17])[O:18][C:19]([CH3:21])([CH3:20])[CH3:22])[CH2:13][CH2:12]1, predict the reactants needed to synthesize it. The reactants are: C(OC(=O)[NH:10][C:11]1([CH2:14][NH:15][C:16]([O:18][C:19]([CH3:22])([CH3:21])[CH3:20])=[O:17])[CH2:13][CH2:12]1)C1C=CC=CC=1. (7) Given the product [O:15]=[S:12]1(=[O:16])[CH2:13][CH2:14][CH:9]([O:8][C:3]2[C:2]([C:22]3[CH:21]=[CH:20][C:19]([C:33]4[CH:38]=[N:37][C:36]([NH2:39])=[N:35][CH:34]=4)=[C:18]([F:17])[CH:23]=3)=[CH:7][CH:6]=[CH:5][N:4]=2)[CH2:10][CH2:11]1, predict the reactants needed to synthesize it. The reactants are: Br[C:2]1[C:3]([O:8][CH:9]2[CH2:14][CH2:13][S:12](=[O:16])(=[O:15])[CH2:11][CH2:10]2)=[N:4][CH:5]=[CH:6][CH:7]=1.[F:17][C:18]1[CH:23]=[C:22](B2OC(C)(C)C(C)(C)O2)[CH:21]=[CH:20][C:19]=1[C:33]1[CH:34]=[N:35][C:36]([NH2:39])=[N:37][CH:38]=1. (8) The reactants are: [NH:1]1[C:5]2[CH:6]=[CH:7][C:8]([CH2:10][NH:11][C:12]3[N:17]=[C:16]([NH:18][C:19]4[CH:23]=[C:22]([C@@H:24]5[CH2:26][C@H:25]5[C:27]5[CH:32]=[CH:31][CH:30]=[CH:29][CH:28]=5)[NH:21][N:20]=4)[CH:15]=[CH:14][N:13]=3)=[CH:9][C:4]=2[N:3]=[CH:2]1.O1CCCC[CH:34]1N1C2C=CC(CN)=CC=2N=C1. Given the product [NH:1]1[C:5]2[CH:6]=[CH:7][C:8]([C@@H:10]([NH:11][C:12]3[N:17]=[C:16]([NH:18][C:19]4[CH:23]=[C:22]([C@@H:24]5[CH2:26][C@H:25]5[C:27]5[CH:28]=[CH:29][CH:30]=[CH:31][CH:32]=5)[NH:21][N:20]=4)[CH:15]=[CH:14][N:13]=3)[CH3:34])=[CH:9][C:4]=2[N:3]=[CH:2]1, predict the reactants needed to synthesize it. (9) The reactants are: [C:1]1([C:7]2[S:8][CH2:9][CH:10]([C:12]([OH:14])=O)[N:11]=2)[CH:6]=[CH:5][CH:4]=[CH:3][CH:2]=1.CCN=C=NCCC[N:23]([CH3:25])C.C1C=CC2N(O)N=NC=2C=1.CN1CC[O:40][CH2:39]C1. Given the product [CH3:39][O:40][CH2:25][NH:23][C:12]([CH:10]1[CH2:9][S:8][C:7]([C:1]2[CH:6]=[CH:5][CH:4]=[CH:3][CH:2]=2)=[N:11]1)=[O:14], predict the reactants needed to synthesize it. (10) Given the product [CH2:45]([C:42]1[CH:41]=[N:40][C:39]([N:8]2[CH2:9][C@H:10]([S:12][C:13]([C:20]3[CH:25]=[CH:24][CH:23]=[CH:22][CH:21]=3)([C:14]3[CH:15]=[CH:16][CH:17]=[CH:18][CH:19]=3)[C:26]3[CH:27]=[CH:28][CH:29]=[CH:30][CH:31]=3)[CH2:11][C@H:7]2[CH2:6][O:5][CH2:4][C:3]2[CH:32]=[C:33]([F:37])[C:34]([F:36])=[CH:35][C:2]=2[F:1])=[N:44][CH:43]=1)[CH2:46][CH3:47], predict the reactants needed to synthesize it. The reactants are: [F:1][C:2]1[CH:35]=[C:34]([F:36])[C:33]([F:37])=[CH:32][C:3]=1[CH2:4][O:5][CH2:6][C@@H:7]1[CH2:11][C@@H:10]([S:12][C:13]([C:26]2[CH:31]=[CH:30][CH:29]=[CH:28][CH:27]=2)([C:20]2[CH:25]=[CH:24][CH:23]=[CH:22][CH:21]=2)[C:14]2[CH:19]=[CH:18][CH:17]=[CH:16][CH:15]=2)[CH2:9][NH:8]1.Cl[C:39]1[N:44]=[CH:43][C:42]([CH2:45][CH2:46][CH3:47])=[CH:41][N:40]=1.C(N(C(C)C)C(C)C)C.